From a dataset of Catalyst prediction with 721,799 reactions and 888 catalyst types from USPTO. Predict which catalyst facilitates the given reaction. (1) Reactant: CC(OI1(OC(C)=O)(OC(C)=O)OC(=O)C2C=CC=CC1=2)=O.[OH:23][CH2:24][CH2:25][C:26]1[CH:27]=[C:28]([CH2:31][N:32]2[CH2:54][CH2:53][C:35]3([O:40][CH2:39][CH2:38][N:37]([C:41]([C:43]4[CH:44]=[CH:45][C:46]5[S:50][C:49]([CH3:51])=[N:48][C:47]=5[CH:52]=4)=[O:42])[CH2:36]3)[CH2:34][CH2:33]2)[S:29][CH:30]=1.FC(F)(F)C(O)=O.S([O-])([O-])(=O)=S.[Na+].[Na+].C(=O)(O)[O-].[Na+]. Product: [CH3:51][C:49]1[S:50][C:46]2[CH:45]=[CH:44][C:43]([C:41]([N:37]3[CH2:36][C:35]4([CH2:53][CH2:54][N:32]([CH2:31][C:28]5[S:29][CH:30]=[C:26]([CH2:25][CH:24]=[O:23])[CH:27]=5)[CH2:33][CH2:34]4)[O:40][CH2:39][CH2:38]3)=[O:42])=[CH:52][C:47]=2[N:48]=1. The catalyst class is: 124. (2) Reactant: [N:1]1([C:22]([O:24][CH2:25][C:26]2[CH:31]=[CH:30][CH:29]=[CH:28][CH:27]=2)=[O:23])[CH2:6][CH2:5][N:4](C(OC(C)(C)C)=O)[CH2:3][CH:2]1[C:14]([O:16][CH:17]1[CH2:21][CH2:20][CH2:19][CH2:18]1)=[O:15]. Product: [N:1]1([C:22]([O:24][CH2:25][C:26]2[CH:27]=[CH:28][CH:29]=[CH:30][CH:31]=2)=[O:23])[CH2:6][CH2:5][NH:4][CH2:3][CH:2]1[C:14]([O:16][CH:17]1[CH2:21][CH2:20][CH2:19][CH2:18]1)=[O:15]. The catalyst class is: 137.